Dataset: Full USPTO retrosynthesis dataset with 1.9M reactions from patents (1976-2016). Task: Predict the reactants needed to synthesize the given product. (1) Given the product [CH2:1]([O:3][C:4](=[O:18])[C:5]([CH3:17])([O:7][C:8]1[CH:13]=[CH:12][CH:11]=[C:10]([CH2:14][N:15]([CH3:16])[C:22]([C:21]2[C:20]([CH3:19])=[N:28][C:27]([C:29]3[CH:34]=[CH:33][C:32]([C:35]([F:38])([F:37])[F:36])=[CH:31][CH:30]=3)=[CH:26][CH:25]=2)=[O:24])[CH:9]=1)[CH3:6])[CH3:2], predict the reactants needed to synthesize it. The reactants are: [CH2:1]([O:3][C:4](=[O:18])[C:5]([CH3:17])([O:7][C:8]1[CH:13]=[CH:12][CH:11]=[C:10]([CH2:14][NH:15][CH3:16])[CH:9]=1)[CH3:6])[CH3:2].[CH3:19][C:20]1[N:28]=[C:27]([C:29]2[CH:34]=[CH:33][C:32]([C:35]([F:38])([F:37])[F:36])=[CH:31][CH:30]=2)[CH:26]=[CH:25][C:21]=1[C:22]([OH:24])=O.COC(=O)C1C=CC(C2C=CC(C(F)(F)F)=CC=2)=NC=1C. (2) Given the product [CH:1]1([C:4]2[N:5]=[CH:6][N:7]([C:9]3[C:24]([CH3:25])=[C:14]4[C:15]5[C:20]([CH2:21][CH2:22][N:13]4[C:12](=[O:26])[CH2:11][N:10]=3)=[C:19]([C:31]3[O:30][N:29]=[C:28]([CH3:27])[CH:32]=3)[CH:18]=[CH:17][CH:16]=5)[CH:8]=2)[CH2:3][CH2:2]1, predict the reactants needed to synthesize it. The reactants are: [CH:1]1([C:4]2[N:5]=[CH:6][N:7]([C:9]3[C:24]([CH3:25])=[C:14]4[C:15]5[C:20]([CH2:21][CH2:22][N:13]4[C:12](=[O:26])[CH2:11][N:10]=3)=[C:19](I)[CH:18]=[CH:17][CH:16]=5)[CH:8]=2)[CH2:3][CH2:2]1.[CH3:27][C:28]1[CH:32]=[C:31]([Sn](CCCC)(CCCC)CCCC)[O:30][N:29]=1.